This data is from Reaction yield outcomes from USPTO patents with 853,638 reactions. The task is: Predict the reaction yield, written as a fraction of the theoretical maximum amount of product (1.0 means a 100% yield; for example, 0.34 means a 34% yield). The reactants are Cl[CH:2](Cl)[C:3]1[CH:7]=[CH:6][S:5][C:4]=1[N+:8]([O-:10])=[O:9].[OH-:12].[Na+]. The catalyst is C(O)=O. The product is [N+:8]([C:4]1[S:5][CH:6]=[CH:7][C:3]=1[CH:2]=[O:12])([O-:10])=[O:9]. The yield is 0.410.